This data is from Reaction yield outcomes from USPTO patents with 853,638 reactions. The task is: Predict the reaction yield, written as a fraction of the theoretical maximum amount of product (1.0 means a 100% yield; for example, 0.34 means a 34% yield). (1) The reactants are C(O[C:6]([C:8]1[N:9]=[C:10]([C:27]#[N:28])[C:11]2[C:16]([C:17]=1[OH:18])=[CH:15][CH:14]=[C:13]([O:19][C:20]1[CH:25]=[CH:24][C:23]([F:26])=[CH:22][CH:21]=1)[CH:12]=2)=[O:7])CCC.C([O:33][C:34](=[O:40])[C:35]([CH3:39])([CH3:38])[CH2:36][NH2:37])(C)(C)C.Cl. The catalyst is CO.O. The product is [C:27]([C:10]1[C:11]2[C:16](=[CH:15][CH:14]=[C:13]([O:19][C:20]3[CH:21]=[CH:22][C:23]([F:26])=[CH:24][CH:25]=3)[CH:12]=2)[C:17]([OH:18])=[C:8]([C:6]([NH:37][CH2:36][C:35]([CH3:39])([CH3:38])[C:34]([OH:40])=[O:33])=[O:7])[N:9]=1)#[N:28]. The yield is 1.00. (2) The catalyst is [Fe].O. The product is [CH2:1]([NH:8][C:9]1[CH:10]=[C:11]([Cl:18])[N:12]=[CH:13][C:14]=1[NH2:15])[C:2]1[CH:3]=[CH:4][CH:5]=[CH:6][CH:7]=1. The yield is 1.00. The reactants are [CH2:1]([NH:8][C:9]1[C:14]([N+:15]([O-])=O)=[CH:13][N:12]=[C:11]([Cl:18])[CH:10]=1)[C:2]1[CH:7]=[CH:6][CH:5]=[CH:4][CH:3]=1.[Cl-].[NH4+].C(O)C. (3) The reactants are Br[C:2]1[CH:7]=[C:6]([C:8]([F:11])([F:10])[F:9])[CH:5]=[C:4]([F:12])[CH:3]=1.[Li]CCCC.[Cl:18][C:19]1[CH:20]=[CH:21][C:22]([C:25]#[N:26])=[N:23][CH:24]=1.C[Si](C)(C)Cl.[Cl-].[CH2:33]([Zn+])[C:34]1[CH:39]=[CH:38][CH:37]=[CH:36][CH:35]=1. The catalyst is CCOCC.C1COCC1. The product is [Cl:18][C:19]1[CH:20]=[CH:21][C:22]([C:25]([C:2]2[CH:7]=[C:6]([C:8]([F:11])([F:10])[F:9])[CH:5]=[C:4]([F:12])[CH:3]=2)([NH2:26])[CH2:33][C:34]2[CH:39]=[CH:38][CH:37]=[CH:36][CH:35]=2)=[N:23][CH:24]=1. The yield is 0.560. (4) The reactants are C[O:2][C:3](=[O:23])[CH2:4][CH2:5][C:6]1[CH:11]=[CH:10][C:9]([O:12][CH2:13][CH2:14][C@@H:15]([O:17]S(C)(=O)=O)[CH3:16])=[CH:8][C:7]=1[CH3:22].[Cl:24][C:25]1[C:30]([Cl:31])=[CH:29][C:28]([C:32]([C:34]2[CH:39]=[CH:38][CH:37]=[CH:36][CH:35]=2)=[O:33])=[C:27](O)[CH:26]=1.C(=O)([O-])[O-].[Cs+].[Cs+].[OH-].[Na+]. The catalyst is CN(C=O)C. The product is [C:32]([C:28]1[CH:29]=[C:30]([Cl:31])[C:25]([Cl:24])=[CH:26][C:27]=1[O:17][C@H:15]([CH3:16])[CH2:14][CH2:13][O:12][C:9]1[CH:10]=[CH:11][C:6]([CH2:5][CH2:4][C:3]([OH:2])=[O:23])=[C:7]([CH3:22])[CH:8]=1)(=[O:33])[C:34]1[CH:35]=[CH:36][CH:37]=[CH:38][CH:39]=1. The yield is 0.330. (5) The catalyst is C(Cl)Cl. The yield is 0.710. The product is [OH:2][C:3]1[CH:8]=[CH:7][C:6]([O:9][C:10]([F:11])([F:12])[F:13])=[CH:5][C:4]=1[C:14]([C:16]1[CH:17]=[CH:18][CH:19]=[CH:20][CH:21]=1)=[O:15]. The reactants are C[O:2][C:3]1[CH:8]=[CH:7][C:6]([O:9][C:10]([F:13])([F:12])[F:11])=[CH:5][C:4]=1[C:14]([C:16]1[CH:21]=[CH:20][CH:19]=[CH:18][CH:17]=1)=[O:15].Cl.N1C=CC=CC=1. (6) The reactants are [F:1][C:2]1[CH:28]=[C:27]([F:29])[CH:26]=[CH:25][C:3]=1[CH2:4][N:5]1[CH2:10][CH2:9][N:8]([C:11]2[N:12]=[C:13]3[CH2:24][CH2:23][NH:22][CH2:21][C:14]3=[N:15][C:16]=2[NH:17][CH:18]([CH3:20])[CH3:19])[CH2:7][CH2:6]1.CCN(C(C)C)C(C)C.[C:39](Cl)(=[O:43])[CH:40]([CH3:42])[CH3:41]. The catalyst is C(Cl)Cl. The product is [F:1][C:2]1[CH:28]=[C:27]([F:29])[CH:26]=[CH:25][C:3]=1[CH2:4][N:5]1[CH2:10][CH2:9][N:8]([C:11]2[N:12]=[C:13]3[CH2:24][CH2:23][N:22]([C:39](=[O:43])[CH:40]([CH3:42])[CH3:41])[CH2:21][C:14]3=[N:15][C:16]=2[NH:17][CH:18]([CH3:20])[CH3:19])[CH2:7][CH2:6]1. The yield is 0.669.